This data is from Full USPTO retrosynthesis dataset with 1.9M reactions from patents (1976-2016). The task is: Predict the reactants needed to synthesize the given product. (1) Given the product [C:28]([C:24]1[CH:23]=[C:22]([CH2:21][S:20][C:15]2[C:14]([C:12]([NH:11][C:6]3[CH:7]=[C:8]([CH3:10])[CH:9]=[C:4]([CH3:3])[CH:5]=3)=[O:13])=[CH:19][CH:18]=[CH:17][N:16]=2)[CH:27]=[CH:26][N:25]=1)([OH:30])=[O:29], predict the reactants needed to synthesize it. The reactants are: [OH-].[Na+].[CH3:3][C:4]1[CH:5]=[C:6]([NH:11][C:12]([C:14]2[C:15]([S:20][CH2:21][C:22]3[CH:27]=[CH:26][N:25]=[C:24]([C:28]([O:30]CC)=[O:29])[CH:23]=3)=[N:16][CH:17]=[CH:18][CH:19]=2)=[O:13])[CH:7]=[C:8]([CH3:10])[CH:9]=1. (2) Given the product [C:42]([C:41]1[CH:44]=[C:45]([C:48]2[O:52][N:51]=[C:50]([C:53]3[CH:63]=[CH:62][C:56]4[CH2:57][CH2:58][N:59]([C:10](=[O:12])[CH2:9][NH:8][C:6](=[O:7])[O:5][C:2]([CH3:1])([CH3:3])[CH3:4])[CH2:60][CH2:61][C:55]=4[CH:54]=3)[N:49]=2)[CH:46]=[CH:47][C:40]=1[O:39][CH:37]([CH3:38])[CH3:36])#[N:43], predict the reactants needed to synthesize it. The reactants are: [CH3:1][C:2]([O:5][C:6]([NH:8][CH2:9][C:10]([OH:12])=O)=[O:7])([CH3:4])[CH3:3].C(N1CCOCC1)C.C1C=CC2N(O)N=NC=2C=1.C(Cl)CCl.Cl.[CH3:36][CH:37]([O:39][C:40]1[CH:47]=[CH:46][C:45]([C:48]2[O:52][N:51]=[C:50]([C:53]3[CH:63]=[CH:62][C:56]4[CH2:57][CH2:58][NH:59][CH2:60][CH2:61][C:55]=4[CH:54]=3)[N:49]=2)=[CH:44][C:41]=1[C:42]#[N:43])[CH3:38]. (3) Given the product [CH2:3]([O-:5])[CH3:4].[Na+:2].[OH:23][C:21]([CH2:20][C:17]1[CH:16]=[CH:15][C:14]([CH3:13])=[CH:19][CH:18]=1)=[CH:22][C:6](=[O:12])[C:7]([O:9][CH2:10][CH3:11])=[O:8], predict the reactants needed to synthesize it. The reactants are: [H-].[Na+:2].[CH2:3]([O:5][C:6](=[O:12])[C:7]([O:9][CH2:10][CH3:11])=[O:8])[CH3:4].[CH3:13][C:14]1[CH:19]=[CH:18][C:17]([CH2:20][C:21](=[O:23])[CH3:22])=[CH:16][CH:15]=1.OC(C)=C(C1C=CC(C)=CC=1)C(=O)C(OCC)=O.